From a dataset of Full USPTO retrosynthesis dataset with 1.9M reactions from patents (1976-2016). Predict the reactants needed to synthesize the given product. (1) Given the product [CH2:1]([O:3][C:4]([N:5]1[CH:6]=[CH:7][C:25]2[C:20](=[CH:21][C:22]([O:34][CH3:35])=[C:23]([O:26][CH2:27][C:28]3[CH:29]=[CH:30][CH:31]=[CH:32][CH:33]=3)[CH:24]=2)[CH:12]1[CH2:13][C:14]1[CH:15]=[CH:16][CH:17]=[C:18]([O:42][CH3:40])[CH:19]=1)=[O:36])[CH3:2], predict the reactants needed to synthesize it. The reactants are: [CH2:1]([O:3][C:4](=[O:36])[N:5]([CH:12]([C:20]1[CH:25]=[CH:24][C:23]([O:26][CH2:27][C:28]2[CH:33]=[CH:32][CH:31]=[CH:30][CH:29]=2)=[C:22]([O:34][CH3:35])[CH:21]=1)[CH2:13][C:14]1[CH:19]=[CH:18][CH:17]=[CH:16][CH:15]=1)[CH2:6][CH:7](OC)OC)[CH3:2].Cl.[OH-].[Na+].[C:40](OCC)(=[O:42])C.CCCCCC. (2) Given the product [C:52]([CH2:51][N:8]([CH2:7][C:6]([OH:59])=[O:5])[CH:9]([CH2:39][CH2:40][CH2:41][C:42]1[CH:47]=[CH:46][C:45]([N+:48]([O-:50])=[O:49])=[CH:44][CH:43]=1)[CH2:10][N:11]1[CH2:12][CH2:13][N:14]([CH2:35][C:36]([OH:38])=[O:37])[CH2:15][CH2:16][N:17]([CH2:31][C:32]([OH:34])=[O:33])[CH2:18][CH2:19][N:20]([CH2:23][C:24]([OH:26])=[O:25])[CH2:21][CH2:22]1)([OH:58])=[O:53], predict the reactants needed to synthesize it. The reactants are: C([O:5][C:6](=[O:59])[CH2:7][N:8]([CH2:51][C:52](=[O:58])[O:53]C(C)(C)C)[CH:9]([CH2:39][CH2:40][CH2:41][C:42]1[CH:47]=[CH:46][C:45]([N+:48]([O-:50])=[O:49])=[CH:44][CH:43]=1)[CH2:10][N:11]1[CH2:22][CH2:21][N:20]([CH2:23][C:24]([O:26]C(C)(C)C)=[O:25])[CH2:19][CH2:18][N:17]([CH2:31][C:32]([O-:34])=[O:33])[CH2:16][CH2:15][N:14]([CH2:35][C:36]([O-:38])=[O:37])[CH2:13][CH2:12]1)(C)(C)C.Cl.CCOCC. (3) Given the product [N:1]1[CH:6]=[CH:5][CH:4]=[CH:3][C:2]=1[CH:7]1[CH2:8][CH2:9][N:10]([CH2:13][CH:14]=[O:15])[CH2:11][CH2:12]1, predict the reactants needed to synthesize it. The reactants are: [N:1]1[CH:6]=[CH:5][CH:4]=[CH:3][C:2]=1[CH:7]1[CH2:12][CH2:11][N:10]([CH2:13][C:14](OCC)=[O:15])[CH2:9][CH2:8]1.CC(C[AlH]CC(C)C)C. (4) Given the product [F:1][C:2]1[CH:10]=[CH:9][CH:8]=[C:7]2[C:3]=1[CH:4]=[C:5]([C:11]1[C:12](=[O:44])[N:13]([CH3:43])[CH:14]=[C:15]([C:17]3[C:18]([N:37]([CH3:42])[S:38]([CH3:41])(=[O:40])=[O:39])=[CH:19][C:20]4[O:24][C:23]([C:25]5[CH:26]=[CH:27][C:28]([F:31])=[CH:29][CH:30]=5)=[C:22]([C:32]([NH:34][CH3:35])=[O:33])[C:21]=4[CH:36]=3)[N:16]=1)[N:6]2[CH3:47], predict the reactants needed to synthesize it. The reactants are: [F:1][C:2]1[CH:10]=[CH:9][CH:8]=[C:7]2[C:3]=1[CH:4]=[C:5]([C:11]1[C:12](=[O:44])[N:13]([CH3:43])[CH:14]=[C:15]([C:17]3[C:18]([N:37]([CH3:42])[S:38]([CH3:41])(=[O:40])=[O:39])=[CH:19][C:20]4[O:24][C:23]([C:25]5[CH:30]=[CH:29][C:28]([F:31])=[CH:27][CH:26]=5)=[C:22]([C:32]([NH:34][CH3:35])=[O:33])[C:21]=4[CH:36]=3)[N:16]=1)[NH:6]2.CI.[C:47]([O-])([O-])=O.[Cs+].[Cs+].